Dataset: Full USPTO retrosynthesis dataset with 1.9M reactions from patents (1976-2016). Task: Predict the reactants needed to synthesize the given product. (1) Given the product [CH2:14]([O:13][C:11]([N:8]1[CH2:9][CH2:10][CH:5]([C:3]([C:2]2[N:29]3[CH:34]=[CH:33][N:32]=[CH:31][C:30]3=[C:22]([C:21]([O:26][CH2:27][CH3:28])=[O:25])[C:23]=2[CH3:24])=[O:4])[CH2:6][CH2:7]1)=[O:12])[C:15]1[CH:20]=[CH:19][CH:18]=[CH:17][CH:16]=1, predict the reactants needed to synthesize it. The reactants are: Br[CH2:2][C:3]([CH:5]1[CH2:10][CH2:9][N:8]([C:11]([O:13][CH2:14][C:15]2[CH:20]=[CH:19][CH:18]=[CH:17][CH:16]=2)=[O:12])[CH2:7][CH2:6]1)=[O:4].[C:21]([O:26][CH2:27][CH3:28])(=[O:25])[C:22]#[C:23][CH3:24].[N:29]1[CH:34]=[CH:33][N:32]=[CH:31][CH:30]=1.C(=O)([O-])[O-].[K+].[K+]. (2) Given the product [CH2:35]1[C:36]2[C:41](=[CH:40][CH:39]=[CH:38][CH:37]=2)[CH2:42][C@@H:33]([C:31]([NH:30][C@H:10]([CH2:9][C:4]2[CH:5]=[CH:6][C:7]([Cl:8])=[C:2]([Cl:1])[CH:3]=2)[C:11]([N:13]2[CH2:14][CH2:15][CH:16]([C:19]3[CH:24]=[CH:23][CH:22]=[CH:21][C:20]=3[NH:25][S:26]([CH3:29])(=[O:27])=[O:28])[CH2:17][CH2:18]2)=[O:12])=[O:32])[NH:34]1, predict the reactants needed to synthesize it. The reactants are: [Cl:1][C:2]1[CH:3]=[C:4]([CH2:9][C@@H:10]([NH:30][C:31]([C@@H:33]2[CH2:42][C:41]3[C:36](=[CH:37][CH:38]=[CH:39][CH:40]=3)[CH2:35][N:34]2C(OC(C)(C)C)=O)=[O:32])[C:11]([N:13]2[CH2:18][CH2:17][CH:16]([C:19]3[CH:24]=[CH:23][CH:22]=[CH:21][C:20]=3[NH:25][S:26]([CH3:29])(=[O:28])=[O:27])[CH2:15][CH2:14]2)=[O:12])[CH:5]=[CH:6][C:7]=1[Cl:8]. (3) The reactants are: [CH2:1]([O:8][C:9]1[C:10](N2S(=O)(=O)NC(=O)C2)=[CH:11][C:12]2[CH2:13][CH2:14][CH:15]([OH:19])[CH2:16][C:17]=2[CH:18]=1)[C:2]1[CH:7]=[CH:6][CH:5]=[CH:4][CH:3]=1.OC1C([N:40]2[S:44](=[O:46])(=[O:45])[NH:43][C:42](=[O:47])[CH2:41]2)=CC2CCC(O)CC=2C=1.Cl[CH2:49][O:50][CH2:51][C:52]1[CH:57]=[CH:56][CH:55]=[CH:54][CH:53]=1.C(=O)([O-])[O-].[K+].[K+]. Given the product [CH2:1]([O:8][C:9]1[C:10]([C:53]2[C:52]([CH2:51][O:50][CH2:49][N:43]3[C:42](=[O:47])[CH2:41][NH:40][S:44]3(=[O:45])=[O:46])=[CH:57][CH:56]=[CH:55][CH:54]=2)=[CH:11][C:12]2[CH2:13][CH2:14][CH:15]([OH:19])[CH2:16][C:17]=2[CH:18]=1)[C:2]1[CH:7]=[CH:6][CH:5]=[CH:4][CH:3]=1, predict the reactants needed to synthesize it. (4) Given the product [ClH:24].[N:18]1[CH:17]=[C:16]([C:11]2([OH:22])[CH2:12][CH:13]3[NH:8][CH:9]([CH2:15][CH2:14]3)[CH2:10]2)[CH:21]=[N:20][CH:19]=1, predict the reactants needed to synthesize it. The reactants are: C(OC([N:8]1[CH:13]2[CH2:14][CH2:15][CH:9]1[CH2:10][C:11]([OH:22])([C:16]1[CH:17]=[N:18][CH:19]=[N:20][CH:21]=1)[CH2:12]2)=O)(C)(C)C.C(Cl)[Cl:24]. (5) Given the product [Cl:3][C:4]1[CH:5]=[C:6]([C:14]2[O:18][N:17]=[C:16]([C:19]3[CH:20]=[C:21]4[C:25](=[CH:26][CH:27]=3)[N:24]([CH3:28])[C:23]([CH2:29][CH2:30][C:31]([OH:33])=[O:32])=[CH:22]4)[N:15]=2)[CH:7]=[CH:8][C:9]=1[O:10][CH:11]([CH3:13])[CH3:12], predict the reactants needed to synthesize it. The reactants are: [OH-].[Na+].[Cl:3][C:4]1[CH:5]=[C:6]([C:14]2[O:18][N:17]=[C:16]([C:19]3[CH:20]=[C:21]4[C:25](=[CH:26][CH:27]=3)[N:24]([CH3:28])[C:23]([CH2:29][CH2:30][C:31]([O:33]CC)=[O:32])=[CH:22]4)[N:15]=2)[CH:7]=[CH:8][C:9]=1[O:10][CH:11]([CH3:13])[CH3:12].Cl. (6) Given the product [NH:1]1[CH2:2][CH2:3][CH:4]([C:7]2[CH:15]=[CH:14][CH:13]=[C:12]3[C:8]=2[CH2:9][C:10](=[O:16])[NH:11]3)[CH2:5][CH2:6]1, predict the reactants needed to synthesize it. The reactants are: [N:1]1[CH:6]=[CH:5][C:4]([C:7]2[CH:15]=[CH:14][CH:13]=[C:12]3[C:8]=2[CH2:9][C:10](=[O:16])[NH:11]3)=[CH:3][CH:2]=1.Cl. (7) The reactants are: [Cl:1][C:2]1[C:3]([NH:9][S:10]([C:13]2[CH:22]=[CH:21][C:16]([C:17]([O:19][CH3:20])=[O:18])=[CH:15][CH:14]=2)(=[O:12])=[O:11])=[N:4][CH:5]=[C:6]([Cl:8])[CH:7]=1.Br[CH2:24][C:25]1[CH:30]=[CH:29][C:28]([F:31])=[CH:27][CH:26]=1. Given the product [Cl:1][C:2]1[C:3]([N:9]([CH2:24][C:25]2[CH:30]=[CH:29][C:28]([F:31])=[CH:27][CH:26]=2)[S:10]([C:13]2[CH:14]=[CH:15][C:16]([C:17]([O:19][CH3:20])=[O:18])=[CH:21][CH:22]=2)(=[O:12])=[O:11])=[N:4][CH:5]=[C:6]([Cl:8])[CH:7]=1, predict the reactants needed to synthesize it. (8) Given the product [Br:1][C:2]1[CH:3]=[C:4]2[C:8](=[CH:9][CH:10]=1)[C:7](=[O:11])[N:6]([C:17]([O:16][C:12]([CH3:15])([CH3:14])[CH3:13])=[O:18])[CH2:5]2, predict the reactants needed to synthesize it. The reactants are: [Br:1][C:2]1[CH:3]=[C:4]2[C:8](=[CH:9][CH:10]=1)[C:7](=[O:11])[NH:6][CH2:5]2.[C:12]([O:16][C:17](=O)[O:18]C(C)(C)C)([CH3:15])([CH3:14])[CH3:13].CO. (9) The reactants are: [CH3:1][NH:2][CH2:3][CH2:4][CH:5]=[CH2:6].[Na].C(C1C=CC=CC=1)(=O)C1C=CC=CC=1.[C:22](O[C:22]([O:24][C:25]([CH3:28])([CH3:27])[CH3:26])=[O:23])([O:24][C:25]([CH3:28])([CH3:27])[CH3:26])=[O:23].C(=O)=O. Given the product [CH3:1][N:2]([C:22]([O:24][C:25]([CH3:28])([CH3:27])[CH3:26])=[O:23])[CH2:3][CH2:4][CH:5]=[CH2:6], predict the reactants needed to synthesize it.